Dataset: Catalyst prediction with 721,799 reactions and 888 catalyst types from USPTO. Task: Predict which catalyst facilitates the given reaction. Reactant: [H-].[Na+].CN(C)C=O.[OH:8][C:9]1[CH:10]=[N:11][CH:12]=[CH:13][CH:14]=1.Cl[C:16]1[CH:21]=[CH:20][C:19]([CH:22]=[O:23])=[CH:18][N:17]=1. Product: [N:11]1[CH:12]=[CH:13][CH:14]=[C:9]([O:8][C:16]2[N:17]=[CH:18][C:19]([CH:22]=[O:23])=[CH:20][CH:21]=2)[CH:10]=1. The catalyst class is: 6.